Dataset: Reaction yield outcomes from USPTO patents with 853,638 reactions. Task: Predict the reaction yield, written as a fraction of the theoretical maximum amount of product (1.0 means a 100% yield; for example, 0.34 means a 34% yield). (1) The product is [C:16]([O:19][CH:20]1[CH2:31][CH2:30][CH2:29][CH2:28][CH2:27][CH2:26][CH:25]([OH:32])[CH:24]=[CH:23][CH2:22][CH2:21]1)(=[O:18])[CH3:17]. No catalyst specified. The yield is 0.980. The reactants are C1(O)CCCCCCCCCCCC=C1.[C:16]([O:19][CH:20]1[CH2:31][CH2:30][CH2:29][CH2:28][CH2:27][CH2:26][CH:25]([O:32][Si](CC)(CC)CC)[CH:24]=[CH:23][CH2:22][CH2:21]1)(=[O:18])[CH3:17].[N+](CCCC)(CCCC)(CCCC)CCCC.[F-]. (2) The reactants are [NH:1]1[CH2:8][CH2:7][CH2:6][C@H:2]1[C:3]([OH:5])=[O:4].S(Cl)(Cl)=O.[CH3:13]O. No catalyst specified. The product is [CH3:13][O:4][C:3](=[O:5])[C@@H:2]1[CH2:6][CH2:7][CH2:8][NH:1]1. The yield is 0.470. (3) The reactants are [C:1]([Si:5]([O:18][C:19]1[CH:24]=[CH:23][C:22]([F:25])=[CH:21][C:20]=1[F:26])([C:12]1[CH:17]=[CH:16][CH:15]=[CH:14][CH:13]=1)[C:6]1[CH:11]=[CH:10][CH:9]=[CH:8][CH:7]=1)([CH3:4])([CH3:3])[CH3:2].CN(C)CCN(C)CCN(C)C.[Li]CCCC.[CH2:44]([O:46][C:47](=[O:50])[CH:48]=[O:49])[CH3:45].Cl. The catalyst is COCCOC.CCCCCC.C1(C)C=CC=CC=1. The product is [CH2:44]([O:46][C:47](=[O:50])[CH:48]([C:21]1[C:22]([F:25])=[CH:23][CH:24]=[C:19]([O:18][Si:5]([C:1]([CH3:4])([CH3:2])[CH3:3])([C:6]2[CH:7]=[CH:8][CH:9]=[CH:10][CH:11]=2)[C:12]2[CH:17]=[CH:16][CH:15]=[CH:14][CH:13]=2)[C:20]=1[F:26])[OH:49])[CH3:45]. The yield is 0.540. (4) The reactants are C1(P(C2C=CC=CC=2)C2C=CC=CC=2)C=CC=CC=1.[O:20]1[CH:24]=[CH:23][CH:22]=[C:21]1[CH2:25][OH:26].CCOC(/N=N/C(OCC)=O)=O.O[C:40]1[CH:48]=[CH:47][CH:46]=[C:45]2[C:41]=1[C:42](=[O:58])[N:43]([CH:50]1[CH2:55][CH2:54][C:53](=[O:56])[NH:52][C:51]1=[O:57])[C:44]2=[O:49]. The catalyst is C1COCC1.CO. The product is [O:57]=[C:51]1[CH:50]([N:43]2[C:44](=[O:49])[C:45]3[C:41](=[CH:40][CH:48]=[CH:47][C:46]=3[O:26][CH2:25][C:21]3[O:20][CH:24]=[CH:23][CH:22]=3)[C:42]2=[O:58])[CH2:55][CH2:54][C:53](=[O:56])[NH:52]1. The yield is 0.440. (5) The reactants are [O:1]1[CH2:5][CH2:4][CH:3]([CH2:6][OH:7])[CH2:2]1.[C:8]1([CH3:18])[CH:13]=[CH:12][C:11]([S:14](Cl)(=[O:16])=[O:15])=[CH:10][CH:9]=1.C(N(CC)CC)C. The catalyst is O1CCCC1.C(OCC)C. The product is [CH3:18][C:8]1[CH:13]=[CH:12][C:11]([S:14]([O:7][CH2:6][CH:3]2[CH2:4][CH2:5][O:1][CH2:2]2)(=[O:16])=[O:15])=[CH:10][CH:9]=1. The yield is 0.720. (6) The reactants are [CH3:1][N:2]([CH3:19])[CH2:3][CH2:4][N:5]1[CH2:11][CH2:10][CH2:9][C:8]2[NH:12][C:13]([CH:16]=O)=[C:14]([CH3:15])[C:7]=2[C:6]1=[O:18].[Br:20][C:21]1[CH:22]=[C:23]2[C:27](=[CH:28][CH:29]=1)[NH:26][C:25](=[O:30])[CH2:24]2. No catalyst specified. The product is [Br:20][C:21]1[CH:22]=[C:23]2[C:27](=[CH:28][CH:29]=1)[NH:26][C:25](=[O:30])[C:24]2=[CH:16][C:13]1[NH:12][C:8]2[CH2:9][CH2:10][CH2:11][N:5]([CH2:4][CH2:3][N:2]([CH3:19])[CH3:1])[C:6](=[O:18])[C:7]=2[C:14]=1[CH3:15]. The yield is 0.770. (7) The reactants are Br[C:2]1[CH:9]=[CH:8][CH:7]=[CH:6][C:3]=1[CH:4]=[O:5].[C:10]1(B(O)O)[C:19]2[C:14](=[CH:15][CH:16]=[CH:17][CH:18]=2)[CH:13]=[CH:12][CH:11]=1.O1CCCC1.C(=O)([O-])[O-].[K+].[K+]. The catalyst is C1C=CC([P]([Pd]([P](C2C=CC=CC=2)(C2C=CC=CC=2)C2C=CC=CC=2)([P](C2C=CC=CC=2)(C2C=CC=CC=2)C2C=CC=CC=2)[P](C2C=CC=CC=2)(C2C=CC=CC=2)C2C=CC=CC=2)(C2C=CC=CC=2)C2C=CC=CC=2)=CC=1.O. The product is [C:18]1([C:2]2[CH:9]=[CH:8][CH:7]=[CH:6][C:3]=2[CH:4]=[O:5])[C:19]2[C:14](=[CH:13][CH:12]=[CH:11][CH:10]=2)[CH:15]=[CH:16][CH:17]=1. The yield is 0.810. (8) The reactants are C([C@H]1COC(=O)N1[C:14](=[O:26])[C@@H:15]([CH3:25])[CH2:16][CH2:17][CH2:18][C:19]1[CH:24]=[CH:23][CH:22]=[CH:21][CH:20]=1)C1C=CC=CC=1.OO.[OH-].[Li+].[OH:31]S([O-])(=O)=O.[K+]. No catalyst specified. The product is [CH3:25][C@@H:15]([CH2:16][CH2:17][CH2:18][C:19]1[CH:20]=[CH:21][CH:22]=[CH:23][CH:24]=1)[C:14]([OH:26])=[O:31]. The yield is 0.950. (9) The reactants are [OH:1][C:2]1[C:7]([CH2:8][CH2:9][CH3:10])=[C:6]([OH:11])[CH:5]=[CH:4][C:3]=1[C:12](=O)[CH3:13].Cl.[NH2:16][OH:17].C([O-])(=O)C.[Na+].O. The catalyst is CCO. The product is [OH:1][C:2]1[C:7]([CH2:8][CH2:9][CH3:10])=[C:6]([OH:11])[CH:5]=[CH:4][C:3]=1[C:12](=[N:16][OH:17])[CH3:13]. The yield is 0.950. (10) The reactants are [Mg].Br[C:3]1C=[CH:7][CH:6]=[CH:5][CH:4]=1.[C:9]([C:17]1[CH:22]=[CH:21][N:20]=[CH:19][CH:18]=1)(=O)[C:10]1[CH:15]=[CH:14][CH:13]=[CH:12][CH:11]=1.[Cl-].[NH4+].[O:25]1CCC[CH2:26]1. No catalyst specified. The product is [C:10]1([C:9]2[C:19]([C:18]3[CH:7]=[CH:6][CH:5]=[CH:4][CH:3]=3)=[N:20][CH:21]=[CH:22][C:17]=2[CH2:26][OH:25])[CH:11]=[CH:12][CH:13]=[CH:14][CH:15]=1. The yield is 0.970.